From a dataset of Catalyst prediction with 721,799 reactions and 888 catalyst types from USPTO. Predict which catalyst facilitates the given reaction. (1) The catalyst class is: 148. Reactant: C(=O)([O-])[O-].[K+].[K+].[CH3:7][O:8][C:9]([C:11]1[C:19]2[C:14](=[CH:15][CH:16]=[CH:17][CH:18]=2)[NH:13][CH:12]=1)=[O:10].Cl[C:21]1[C:30]2[C:25](=[CH:26][CH:27]=[CH:28][CH:29]=2)[N:24]=[CH:23][CH:22]=1. Product: [CH3:7][O:8][C:9]([C:11]1[C:19]2[C:14](=[CH:15][CH:16]=[CH:17][CH:18]=2)[N:13]([C:21]2[C:30]3[C:25](=[CH:26][CH:27]=[CH:28][CH:29]=3)[N:24]=[CH:23][CH:22]=2)[CH:12]=1)=[O:10]. (2) Reactant: [NH:1]([S:8]([C:11]1[CH:12]=[CH:13][C:14]([O:27][CH3:28])=[C:15]2[C:20]=1[O:19][CH2:18][C@H:17]([NH:21][C:22](=O)OCC)[CH2:16]2)(=[O:10])=[O:9])[C:2]1[CH:7]=[CH:6][CH:5]=[CH:4][CH:3]=1.[H-].[Al+3].[Li+].[H-].[H-].[H-]. Product: [CH3:28][O:27][C:14]1[CH:13]=[CH:12][C:11]([S:8]([NH:1][C:2]2[CH:3]=[CH:4][CH:5]=[CH:6][CH:7]=2)(=[O:10])=[O:9])=[C:20]2[C:15]=1[CH2:16][C@@H:17]([NH:21][CH3:22])[CH2:18][O:19]2. The catalyst class is: 7. (3) Reactant: Br[C:2]([C:5](=[O:11])[C:6]1[CH:10]=[CH:9][S:8][CH:7]=1)([CH3:4])[CH3:3].[N-:12]=[N+:13]=[N-:14].[Na+].O. Product: [N:12]([C:2]([C:5](=[O:11])[C:6]1[CH:10]=[CH:9][S:8][CH:7]=1)([CH3:4])[CH3:3])=[N+:13]=[N-:14]. The catalyst class is: 16. (4) Reactant: [C:1]([C:5]1[CH:9]=[C:8]([NH2:10])[NH:7][N:6]=1)([CH3:4])([CH3:3])[CH3:2].[C:11]([C:13](=[CH:19]OCC)[C:14]([O:16][CH2:17][CH3:18])=[O:15])#[N:12]. Product: [NH2:12][C:11]1[N:7]2[N:6]=[C:5]([C:1]([CH3:4])([CH3:3])[CH3:2])[CH:9]=[C:8]2[N:10]=[CH:19][C:13]=1[C:14]([O:16][CH2:17][CH3:18])=[O:15]. The catalyst class is: 15. (5) Reactant: [Br:1][C:2]1[C:6]2[CH:7]=[C:8]([O:11][CH3:12])[CH:9]=[CH:10][C:5]=2[O:4][C:3]=1[CH:13]([CH:15]1[CH2:20][CH2:19][CH2:18][CH2:17][CH2:16]1)O.S(Cl)([Cl:23])=O.C(=O)([O-])O.[Na+]. Product: [Br:1][C:2]1[C:6]2[CH:7]=[C:8]([O:11][CH3:12])[CH:9]=[CH:10][C:5]=2[O:4][C:3]=1[CH:13]([Cl:23])[CH:15]1[CH2:20][CH2:19][CH2:18][CH2:17][CH2:16]1. The catalyst class is: 11. (6) Reactant: Cl[C:2]1[CH:3]=[CH:4][C:5]2[O:14][CH2:13][CH2:12][C:11]3[CH:10]=[C:9]([C:15]4[N:16]([C:20]5[CH:25]=[CH:24][C:23]([F:26])=[CH:22][C:21]=5[F:27])[N:17]=[CH:18][N:19]=4)[S:8][C:7]=3[C:6]=2[N:28]=1.[CH3:29][N:30]1[CH2:35][CH2:34][N:33]([CH2:36][CH2:37][NH2:38])[CH2:32][CH2:31]1.CC(C1C=C(C(C)C)C(C2C=CC=CC=2P(C2CCCCC2)C2CCCCC2)=C(C(C)C)C=1)C.CC(C)([O-])C. Product: [F:27][C:21]1[CH:22]=[C:23]([F:26])[CH:24]=[CH:25][C:20]=1[N:16]1[C:15]([C:9]2[S:8][C:7]3[C:6]4[N:28]=[C:2]([NH:38][CH2:37][CH2:36][N:33]5[CH2:34][CH2:35][N:30]([CH3:29])[CH2:31][CH2:32]5)[CH:3]=[CH:4][C:5]=4[O:14][CH2:13][CH2:12][C:11]=3[CH:10]=2)=[N:19][CH:18]=[N:17]1. The catalyst class is: 231. (7) Reactant: [Cl:1][C:2]1[CH:3]=[C:4]([N:9]([CH3:21])[C:10](=[NH:20])[NH:11][C:12]2[N:17]=[C:16]([OH:18])[CH:15]=[C:14]([CH3:19])[N:13]=2)[CH:5]=[CH:6][C:7]=1[Cl:8].C(N(C(C)C)CC)(C)C.[ClH:31].C(N1CCCC(N)C1)C. Product: [NH4+:9].[OH-:18].[Cl:31][C:16]1[CH:15]=[C:14]([CH3:19])[N:13]=[C:12]([NH:11][C:10](=[NH:20])[N:9]([C:4]2[CH:5]=[CH:6][C:7]([Cl:8])=[C:2]([Cl:1])[CH:3]=2)[CH3:21])[N:17]=1. The catalyst class is: 44. (8) Product: [F:1][C:2]1[CH:26]=[CH:25][C:5]([CH2:6][C:7]2[CH:8]=[C:9]([CH:20]=[CH:21][C:22]=2[O:23][CH3:24])[CH2:10][C:11]2[C:12]([CH3:19])=[CH:13][C:14]([NH:15][C:34](=[O:35])[C:36]([O:38][CH2:39][CH3:40])=[O:37])=[CH:16][C:17]=2[CH3:18])=[CH:4][CH:3]=1. The catalyst class is: 4. Reactant: [F:1][C:2]1[CH:26]=[CH:25][C:5]([CH2:6][C:7]2[CH:8]=[C:9]([CH:20]=[CH:21][C:22]=2[O:23][CH3:24])[CH2:10][C:11]2[C:17]([CH3:18])=[CH:16][C:14]([NH2:15])=[CH:13][C:12]=2[CH3:19])=[CH:4][CH:3]=1.C(N(CC)CC)C.[C:34](Cl)([C:36]([O:38][CH2:39][CH3:40])=[O:37])=[O:35].C([O-])(O)=O.[Na+].[Na+].[Cl-]. (9) Reactant: [C:1]1([C@H:7]2[C@@H:11]([C:12]3[CH:17]=[CH:16][CH:15]=[CH:14][CH:13]=3)[NH:10][C:9](=[S:18])[NH:8]2)[CH:6]=[CH:5][CH:4]=[CH:3][CH:2]=1.[CH3:19][C:20]1[CH:27]=[C:26]([CH3:28])[CH:25]=[CH:24][C:21]=1[CH2:22][Cl:23]. Product: [ClH:23].[CH3:19][C:20]1[CH:27]=[C:26]([CH3:28])[CH:25]=[CH:24][C:21]=1[CH2:22][S:18][C:9]1[NH:8][C@H:7]([C:1]2[CH:2]=[CH:3][CH:4]=[CH:5][CH:6]=2)[C@H:11]([C:12]2[CH:13]=[CH:14][CH:15]=[CH:16][CH:17]=2)[N:10]=1. The catalyst class is: 14.